From a dataset of Catalyst prediction with 721,799 reactions and 888 catalyst types from USPTO. Predict which catalyst facilitates the given reaction. (1) Reactant: [NH2:1][C:2]1[NH:10][C:9](=[O:11])[N:8]=[C:7]2[C:3]=1[N:4]=[CH:5][N:6]2[CH2:12][C:13]([N:15]([CH2:26][C:27]([O:29][CH2:30][CH3:31])=[O:28])[CH2:16][CH2:17][NH:18][C:19]([O:21][C:22]([CH3:25])([CH3:24])[CH3:23])=[O:20])=[O:14].C(N(CC)CC)C.[CH2:39]([O:46][C:47](=[O:53])[NH:48][CH2:49][CH2:50][CH2:51]Br)[C:40]1[CH:45]=[CH:44][CH:43]=[CH:42][CH:41]=1. Product: [CH2:39]([O:46][C:47]([NH:48][CH2:49][CH2:50][CH2:51][NH:1][C:2]1[NH:10][C:9](=[O:11])[N:8]=[C:7]2[C:3]=1[N:4]=[CH:5][N:6]2[CH2:12][C:13]([N:15]([CH2:26][C:27]([O:29][CH2:30][CH3:31])=[O:28])[CH2:16][CH2:17][NH:18][C:19]([O:21][C:22]([CH3:25])([CH3:24])[CH3:23])=[O:20])=[O:14])=[O:53])[C:40]1[CH:45]=[CH:44][CH:43]=[CH:42][CH:41]=1. The catalyst class is: 3. (2) Reactant: [H-].[Na+].[NH2:3][C:4]1[NH:8][C:7]2([C:17]3[C:12](=[CH:13][CH:14]=[C:15]([Br:18])[CH:16]=3)[O:11][C:10]([CH3:20])([CH3:19])[CH2:9]2)[C:6](=[O:21])[N:5]=1.[CH3:22]I. Product: [NH2:3][C:4]1[N:5]([CH3:22])[C:6](=[O:21])[C:7]2([C:17]3[C:12](=[CH:13][CH:14]=[C:15]([Br:18])[CH:16]=3)[O:11][C:10]([CH3:19])([CH3:20])[CH2:9]2)[N:8]=1. The catalyst class is: 1. (3) Reactant: N(C(OCC)=O)=NC(OCC)=O.[C:13]([NH:32][CH2:33][CH2:34][OH:35])([C:26]1[CH:31]=[CH:30][CH:29]=[CH:28][CH:27]=1)([C:20]1[CH:25]=[CH:24][CH:23]=[CH:22][CH:21]=1)[C:14]1[CH:19]=[CH:18][CH:17]=[CH:16][CH:15]=1.O[C:37]1[CH:42]=[CH:41][CH:40]=[CH:39][C:38]=1[CH2:43][CH2:44][C:45]([O:47][CH3:48])=[O:46].C1(P(C2C=CC=CC=2)C2C=CC=CC=2)C=CC=CC=1. Product: [C:13]([NH:32][CH2:33][CH2:34][O:35][C:37]1[CH:42]=[CH:41][CH:40]=[CH:39][C:38]=1[CH2:43][CH2:44][C:45]([O:47][CH3:48])=[O:46])([C:20]1[CH:25]=[CH:24][CH:23]=[CH:22][CH:21]=1)([C:26]1[CH:27]=[CH:28][CH:29]=[CH:30][CH:31]=1)[C:14]1[CH:19]=[CH:18][CH:17]=[CH:16][CH:15]=1. The catalyst class is: 1. (4) Reactant: [CH3:1][CH:2]([CH3:32])[CH2:3][CH:4]([C:22]1[CH:31]=[CH:30][C:25]([C:26]([O:28]C)=[O:27])=[CH:24][N:23]=1)[NH:5][C:6]1[CH:11]=[CH:10][C:9]([C:12]2[CH:17]=[CH:16][C:15]([C:18]([F:21])([F:20])[F:19])=[CH:14][CH:13]=2)=[CH:8][CH:7]=1.[Li+].[OH-].Cl. Product: [CH3:1][CH:2]([CH3:32])[CH2:3][CH:4]([C:22]1[CH:31]=[CH:30][C:25]([C:26]([OH:28])=[O:27])=[CH:24][N:23]=1)[NH:5][C:6]1[CH:7]=[CH:8][C:9]([C:12]2[CH:13]=[CH:14][C:15]([C:18]([F:21])([F:20])[F:19])=[CH:16][CH:17]=2)=[CH:10][CH:11]=1. The catalyst class is: 132. (5) Reactant: [C:1]1([CH2:7][N:8]([CH2:30][C:31]2[CH:36]=[CH:35][CH:34]=[CH:33][CH:32]=2)[CH2:9][C@H:10]([C:12]2[CH:17]=[CH:16][CH:15]=[C:14]([O:18][CH2:19][CH2:20][CH2:21][O:22][CH2:23][C:24]3[CH:29]=[CH:28][CH:27]=[CH:26][CH:25]=3)[CH:13]=2)[OH:11])[CH:6]=[CH:5][CH:4]=[CH:3][CH:2]=1.[Li]CCCC.C[O:43][B:44](OC)OC. Product: [C:31]1([CH2:30][N:8]([CH2:9][C@@H:10]2[C:12]3[CH:17]=[CH:16][CH:15]=[C:14]([O:18][CH2:19][CH2:20][CH2:21][O:22][CH2:23][C:24]4[CH:25]=[CH:26][CH:27]=[CH:28][CH:29]=4)[C:13]=3[B:44]([OH:43])[O:11]2)[CH2:7][C:1]2[CH:2]=[CH:3][CH:4]=[CH:5][CH:6]=2)[CH:32]=[CH:33][CH:34]=[CH:35][CH:36]=1. The catalyst class is: 345. (6) Reactant: CO[C:3](=[O:11])[CH:4]([N:6]1[CH:10]=[N:9][CH:8]=[N:7]1)[CH3:5].O.[NH2:13][NH2:14]. Product: [N:6]1([CH:4]([CH3:5])[C:3]([NH:13][NH2:14])=[O:11])[CH:10]=[N:9][CH:8]=[N:7]1. The catalyst class is: 51. (7) Reactant: [F:1][C:2]([F:14])([F:13])[C:3]1[CH:4]=[C:5]([C:9](=O)[CH2:10][CH3:11])[CH:6]=[CH:7][CH:8]=1.BrBr.S([O-])([O-])(=O)=S.[Na+].[Na+].[NH2:24][C:25](=[S:37])[CH2:26][N:27]1[CH:31]=[C:30]([C:32]([O:34][CH2:35][CH3:36])=[O:33])[CH:29]=[N:28]1. Product: [CH3:11][C:10]1[S:37][C:25]([CH2:26][N:27]2[CH:31]=[C:30]([C:32]([O:34][CH2:35][CH3:36])=[O:33])[CH:29]=[N:28]2)=[N:24][C:9]=1[C:5]1[CH:6]=[CH:7][CH:8]=[C:3]([C:2]([F:14])([F:13])[F:1])[CH:4]=1. The catalyst class is: 27.